Dataset: Catalyst prediction with 721,799 reactions and 888 catalyst types from USPTO. Task: Predict which catalyst facilitates the given reaction. (1) Reactant: [Br:1][C:2]1[CH:14]=[CH:13][C:5]([C:6](N(CC)CC)=[O:7])=[C:4]([CH2:15][C@H:16]([OH:18])[CH3:17])[CH:3]=1. Product: [Br:1][C:2]1[CH:3]=[C:4]2[C:5](=[CH:13][CH:14]=1)[C:6](=[O:7])[O:18][C@H:16]([CH3:17])[CH2:15]2. The catalyst class is: 89. (2) The catalyst class is: 484. Product: [Cl:19][C:18]1[CH:17]=[C:16]([C:20]2[N:24]=[C:23]([C:25]3[N:26]=[C:27]4[C:32]([Cl:33])=[CH:31][C:30]([C:34]([F:35])([F:37])[F:36])=[CH:29][N:28]4[CH:38]=3)[O:22][N:21]=2)[C:15]([Cl:39])=[CH:14][C:13]=1[O:12][CH2:11][C:10]([F:40])([F:41])[CH2:9][OH:8]. Reactant: [Si]([O:8][CH2:9][C:10]([F:41])([F:40])[CH2:11][O:12][C:13]1[C:18]([Cl:19])=[CH:17][C:16]([C:20]2[N:24]=[C:23]([C:25]3[N:26]=[C:27]4[C:32]([Cl:33])=[CH:31][C:30]([C:34]([F:37])([F:36])[F:35])=[CH:29][N:28]4[CH:38]=3)[O:22][N:21]=2)=[C:15]([Cl:39])[CH:14]=1)(C(C)(C)C)(C)C. (3) Reactant: [CH3:1][O:2][C:3]1[CH:24]=[CH:23][CH:22]=[CH:21][C:4]=1[CH2:5][O:6][CH2:7][CH2:8][CH2:9]OS(C1C=CC(C)=CC=1)(=O)=O.[I-:25].[Li+]. Product: [I:25][CH2:9][CH2:8][CH2:7][O:6][CH2:5][C:4]1[CH:21]=[CH:22][CH:23]=[CH:24][C:3]=1[O:2][CH3:1]. The catalyst class is: 21. (4) Reactant: [Br:1][C:2]1[C:3]([O:19][CH3:20])=[C:4]2[C:8](=[C:9]([F:11])[CH:10]=1)[N:7]([CH3:12])[CH:6]=[C:5]2[CH:13]([CH3:18])[C:14]([O:16]C)=[O:15].[OH-].[K+].Cl. Product: [Br:1][C:2]1[C:3]([O:19][CH3:20])=[C:4]2[C:8](=[C:9]([F:11])[CH:10]=1)[N:7]([CH3:12])[CH:6]=[C:5]2[CH:13]([CH3:18])[C:14]([OH:16])=[O:15]. The catalyst class is: 6.